From a dataset of Forward reaction prediction with 1.9M reactions from USPTO patents (1976-2016). Predict the product of the given reaction. (1) Given the reactants [CH3:1][O:2][C:3]1[CH:4]=[C:5]([C:11]2[O:12][C:13]3[C:18]([C:19](=[O:21])[CH:20]=2)=[C:17]([O:22]C)[CH:16]=[C:15]([O:24][CH3:25])[CH:14]=3)[CH:6]=[CH:7][C:8]=1[O:9][CH3:10].B(Br)(Br)Br, predict the reaction product. The product is: [CH3:1][O:2][C:3]1[CH:4]=[C:5]([C:11]2[O:12][C:13]3[C:18]([C:19](=[O:21])[CH:20]=2)=[C:17]([OH:22])[CH:16]=[C:15]([O:24][CH3:25])[CH:14]=3)[CH:6]=[CH:7][C:8]=1[O:9][CH3:10]. (2) Given the reactants [NH2:1][C:2]1[S:3][C:4]2[CH:10]=[C:9]([O:11][C:12]3[CH:13]=[C:14]([NH:18][C:19](=[O:24])[C:20]([F:23])([F:22])[F:21])[CH:15]=[CH:16][CH:17]=3)[CH:8]=[CH:7][C:5]=2[N:6]=1.N1C=CC=CC=1.[C:31](Cl)(=[O:33])[CH3:32].O, predict the reaction product. The product is: [C:31]([NH:1][C:2]1[S:3][C:4]2[CH:10]=[C:9]([O:11][C:12]3[CH:13]=[C:14]([NH:18][C:19](=[O:24])[C:20]([F:23])([F:21])[F:22])[CH:15]=[CH:16][CH:17]=3)[CH:8]=[CH:7][C:5]=2[N:6]=1)(=[O:33])[CH3:32]. (3) Given the reactants [NH:1]1[C:9]2[C:4](=[CH:5][CH:6]=[CH:7][CH:8]=2)[C:3]2([C:21]3[C:12](=[CH:13][C:14]4[O:19][CH2:18][CH2:17][O:16][C:15]=4[CH:20]=3)[O:11][CH2:10]2)[C:2]1=[O:22].[H-].[Na+].[CH2:25]([O:32][C:33]1[CH:40]=[CH:39][C:36]([CH2:37]Cl)=[CH:35][CH:34]=1)[C:26]1[CH:31]=[CH:30][CH:29]=[CH:28][CH:27]=1, predict the reaction product. The product is: [CH2:25]([O:32][C:33]1[CH:34]=[CH:35][C:36]([CH2:37][N:1]2[C:9]3[C:4](=[CH:5][CH:6]=[CH:7][CH:8]=3)[C:3]3([C:21]4[C:12](=[CH:13][C:14]5[O:19][CH2:18][CH2:17][O:16][C:15]=5[CH:20]=4)[O:11][CH2:10]3)[C:2]2=[O:22])=[CH:39][CH:40]=1)[C:26]1[CH:27]=[CH:28][CH:29]=[CH:30][CH:31]=1. (4) Given the reactants Cl[C:2]1[N:7]=[N:6][C:5]([C:8]([NH2:10])=[O:9])=[C:4]([NH:11][C:12]2[CH:17]=[CH:16][C:15]([CH:18]([CH3:20])[CH3:19])=[C:14]([O:21][CH3:22])[N:13]=2)[CH:3]=1.[NH2:23][C@@H:24]1[CH2:29][CH2:28][O:27][CH2:26][C@@H:25]1[NH:30][C:31](=[O:37])[O:32][C:33]([CH3:36])([CH3:35])[CH3:34], predict the reaction product. The product is: [C:8]([C:5]1[N:6]=[N:7][C:2]([NH:23][C@@H:24]2[CH2:29][CH2:28][O:27][CH2:26][C@@H:25]2[NH:30][C:31](=[O:37])[O:32][C:33]([CH3:35])([CH3:34])[CH3:36])=[CH:3][C:4]=1[NH:11][C:12]1[CH:17]=[CH:16][C:15]([CH:18]([CH3:20])[CH3:19])=[C:14]([O:21][CH3:22])[N:13]=1)(=[O:9])[NH2:10]. (5) Given the reactants C([O:9][CH2:10][C@@H:11]1[C:15]([O:17]C(=O)C)([CH3:16])[C@:14]([F:22])([CH3:21])[CH:13]([N:23]2[CH:28]=[C:27]([CH3:29])[C:26](=[O:30])[NH:25][C:24]2=[O:31])[O:12]1)(=O)C1C=CC=CC=1.CO, predict the reaction product. The product is: [F:22][C:14]1([CH3:21])[C@@:15]([OH:17])([CH3:16])[CH:11]([CH2:10][OH:9])[O:12][C@H:13]1[N:23]1[CH:28]=[C:27]([CH3:29])[C:26](=[O:30])[NH:25][C:24]1=[O:31].